The task is: Predict the reactants needed to synthesize the given product.. This data is from Full USPTO retrosynthesis dataset with 1.9M reactions from patents (1976-2016). (1) Given the product [C:30]([NH:1][C:2]1([C:10]2[CH:9]=[CH:8][C:7]([CH:11]([CH3:12])[CH3:13])=[CH:6][C:5]=2[O:4][C:36](=[O:38])[CH2:37][CH2:28][CH3:29])[C:3](=[O:22])[C:14]2[C:19](=[CH:18][CH:17]=[CH:16][CH:15]=2)[C:20]1=[O:21])(=[O:34])[CH2:31][CH2:32][CH3:33], predict the reactants needed to synthesize it. The reactants are: [NH2:1][C:2]12[C:20](=[O:21])[C:19]3[C:14](=[CH:15][CH:16]=[CH:17][CH:18]=3)[C:3]1([OH:22])[O:4][C:5]1[C:10]2=[CH:9][CH:8]=[C:7]([CH:11]([CH3:13])[CH3:12])[CH:6]=1.C(N([CH2:28][CH3:29])CC)C.[C:30](Cl)(=[O:34])[CH2:31][CH2:32][CH3:33].[CH2:36]([O:38]C(=O)C)[CH3:37]. (2) Given the product [I:5][C:6]1[CH:7]=[N:8][N:9]([CH:11]2[CH2:16][CH2:15][CH:14]([NH:1][CH2:2][CH2:3][OH:4])[CH2:13][CH2:12]2)[CH:10]=1, predict the reactants needed to synthesize it. The reactants are: [NH2:1][CH2:2][CH2:3][OH:4].[I:5][C:6]1[CH:7]=[N:8][N:9]([CH:11]2[CH2:16][CH2:15][C:14](=O)[CH2:13][CH2:12]2)[CH:10]=1.[BH4-].[Na+].[OH-].[Na+]. (3) Given the product [C:52]([NH:56][C:57]1[C:62]([C:63]([NH:67][C:68]2[CH:73]=[CH:72][CH:71]=[C:70]([Cl:74])[C:69]=2[Cl:75])=[O:13])=[CH:61][CH:60]=[CH:59][N:58]=1)([CH3:55])([CH3:54])[CH3:53].[C:76]([NH:80][C:81]1[C:86]([C:87]([NH:91][C:92]2[CH:97]=[CH:96][CH:95]=[C:94]([Cl:98])[C:93]=2[F:99])=[O:24])=[CH:85][CH:84]=[CH:83][N:82]=1)([CH3:79])([CH3:78])[CH3:77], predict the reactants needed to synthesize it. The reactants are: C(NC1C(C(NC2C=CC=C(F)C=2F)=[O:13])=CC=CN=1)(C)(C)C.C[O:24]C1C=CC(P2(SP(C3C=CC(OC)=CC=3)(=S)S2)=S)=CC=1.Cl.N([O-])=O.[Na+].[OH-].[Na+].[C:52]([NH:56][C:57]1[C:62]([C:63]2[N:67]([C:68]3[CH:73]=[CH:72][CH:71]=[C:70]([Cl:74])[C:69]=3[Cl:75])N=NN=2)=[CH:61][CH:60]=[CH:59][N:58]=1)([CH3:55])([CH3:54])[CH3:53].[C:76]([NH:80][C:81]1[C:86]([C:87]2[N:91]([C:92]3[CH:97]=[CH:96][CH:95]=[C:94]([Cl:98])[C:93]=3[F:99])N=NN=2)=[CH:85][CH:84]=[CH:83][N:82]=1)([CH3:79])([CH3:78])[CH3:77]. (4) Given the product [NH:52]1[CH2:51][CH2:50][O:49][C:48]2[N:53]=[CH:54][C:45]([C:13]3[N:14]=[C:15]([NH:22][C:23]4[CH:28]=[CH:27][C:26]([N:29]5[CH2:30][CH2:31][O:32][CH2:33][CH2:34]5)=[C:25]([O:35][CH3:36])[CH:24]=4)[C:16]4[N:17]([CH:19]=[CH:20][N:21]=4)[CH:18]=3)=[CH:46][C:47]1=2, predict the reactants needed to synthesize it. The reactants are: C1(C)C=CC=CC=1.C(O)(C)C.Br[C:13]1[N:14]=[C:15]([NH:22][C:23]2[CH:28]=[CH:27][C:26]([N:29]3[CH2:34][CH2:33][O:32][CH2:31][CH2:30]3)=[C:25]([O:35][CH3:36])[CH:24]=2)[C:16]2[N:17]([CH:19]=[CH:20][N:21]=2)[CH:18]=1.CC1(C)C(C)(C)OB([C:45]2[CH:54]=[N:53][C:48]3[O:49][CH2:50][CH2:51][NH:52][C:47]=3[CH:46]=2)O1. (5) Given the product [CH2:1]([O:5][CH2:6][CH2:7][O:8][C:9]1[CH:10]=[CH:11][C:12]([C:15]2[CH:16]=[CH:17][C:18]3[N:24]([S:25]([CH3:28])(=[O:27])=[O:26])[CH2:23][CH2:22][C:21]([C:29]([OH:31])=[O:30])=[CH:20][C:19]=3[CH:33]=2)=[CH:13][CH:14]=1)[CH2:2][CH2:3][CH3:4], predict the reactants needed to synthesize it. The reactants are: [CH2:1]([O:5][CH2:6][CH2:7][O:8][C:9]1[CH:14]=[CH:13][C:12]([C:15]2[CH:16]=[CH:17][C:18]3[N:24]([S:25]([CH3:28])(=[O:27])=[O:26])[CH2:23][CH2:22][C:21]([C:29]([O:31]C)=[O:30])=[CH:20][C:19]=3[CH:33]=2)=[CH:11][CH:10]=1)[CH2:2][CH2:3][CH3:4].[OH-].[Na+]. (6) Given the product [CH2:1]([N:3]1[C:7]2=[N:8][C:9]([CH2:49][CH3:50])=[C:10]([CH2:19][NH:20][C:21]([C:23]3[CH:28]=[C:27]([CH3:29])[CH:26]=[C:25]([C:30]([NH:32][CH2:33][C:34]4[CH:35]=[C:36]([C:41]5[CH:46]=[CH:45][CH:44]=[C:43]([CH2:47][N:56]6[CH2:55][CH2:54][NH:53][C@@H:52]([CH3:51])[CH2:57]6)[CH:42]=5)[C:37]([F:40])=[CH:38][CH:39]=4)=[O:31])[CH:24]=3)=[O:22])[C:11]([NH:12][CH:13]3[CH2:14][CH2:15][O:16][CH2:17][CH2:18]3)=[C:6]2[CH:5]=[N:4]1)[CH3:2], predict the reactants needed to synthesize it. The reactants are: [CH2:1]([N:3]1[C:7]2=[N:8][C:9]([CH2:49][CH3:50])=[C:10]([CH2:19][NH:20][C:21]([C:23]3[CH:28]=[C:27]([CH3:29])[CH:26]=[C:25]([C:30]([NH:32][CH2:33][C:34]4[CH:35]=[C:36]([C:41]5[CH:46]=[CH:45][CH:44]=[C:43]([CH:47]=O)[CH:42]=5)[C:37]([F:40])=[CH:38][CH:39]=4)=[O:31])[CH:24]=3)=[O:22])[C:11]([NH:12][CH:13]3[CH2:18][CH2:17][O:16][CH2:15][CH2:14]3)=[C:6]2[CH:5]=[N:4]1)[CH3:2].[CH3:51][C@H:52]1[CH2:57][NH:56][CH2:55][CH2:54][N:53]1C(OC(C)(C)C)=O.C(O)(=O)C.C(O[BH-](OC(=O)C)OC(=O)C)(=O)C.